Dataset: Full USPTO retrosynthesis dataset with 1.9M reactions from patents (1976-2016). Task: Predict the reactants needed to synthesize the given product. Given the product [O:30]1[CH2:31][CH2:32][CH:27]([NH:26][C:4]([C:6]2[N:7]=[N:8][C:9]([O:12][CH2:13][C:14]3[C:15]([C:19]4[CH:20]=[CH:21][C:22]([F:25])=[CH:23][CH:24]=4)=[N:16][O:17][CH:18]=3)=[CH:10][CH:11]=2)=[O:5])[CH2:28][CH2:29]1, predict the reactants needed to synthesize it. The reactants are: C(O[C:4]([C:6]1[N:7]=[N:8][C:9]([O:12][CH2:13][C:14]2[C:15]([C:19]3[CH:24]=[CH:23][C:22]([F:25])=[CH:21][CH:20]=3)=[N:16][O:17][CH:18]=2)=[CH:10][CH:11]=1)=[O:5])C.[NH2:26][CH:27]1[CH2:32][CH2:31][O:30][CH2:29][CH2:28]1.